From a dataset of Full USPTO retrosynthesis dataset with 1.9M reactions from patents (1976-2016). Predict the reactants needed to synthesize the given product. (1) Given the product [C:59]([Si:46]([O:45][C@H:31]1[C@H:30]([CH2:29][CH2:28][C@@H:27]2[CH2:26][O:63]2)[C@H:34]2[CH2:35][C:36]3[C:41]([CH2:42][C@H:33]2[CH2:32]1)=[C:40]([O:43][CH3:44])[CH:39]=[CH:38][CH:37]=3)([C:53]1[CH:58]=[CH:57][CH:56]=[CH:55][CH:54]=1)[C:47]1[CH:52]=[CH:51][CH:50]=[CH:49][CH:48]=1)([CH3:60])([CH3:61])[CH3:62], predict the reactants needed to synthesize it. The reactants are: C(=O)([O-])[O-].[K+].[K+].C(C1C=C(C(C)C)C=C(C(C)C)C=1S(O[CH2:26][C@H:27]([OH:63])[CH2:28][CH2:29][C@@H:30]1[C@H:34]2[CH2:35][C:36]3[C:41]([CH2:42][C@H:33]2[CH2:32][C@H:31]1[O:45][Si:46]([C:59]([CH3:62])([CH3:61])[CH3:60])([C:53]1[CH:58]=[CH:57][CH:56]=[CH:55][CH:54]=1)[C:47]1[CH:52]=[CH:51][CH:50]=[CH:49][CH:48]=1)=[C:40]([O:43][CH3:44])[CH:39]=[CH:38][CH:37]=3)(=O)=O)(C)C. (2) Given the product [CH3:1][O:2][C:3]1[CH:4]=[C:5]([CH:6]=[CH:7][C:8]=1[O:9][CH2:10][C:11]1[N:12]=[C:13]([N:16]2[CH2:17][CH2:18][O:19][CH2:20][CH2:21]2)[S:14][CH:15]=1)[CH2:22][O:23][C:25]1[C:29]([CH:30]=[O:31])=[CH:28][N:27]([C:32]2[CH:33]=[CH:34][CH:35]=[CH:36][CH:37]=2)[N:26]=1, predict the reactants needed to synthesize it. The reactants are: [CH3:1][O:2][C:3]1[CH:4]=[C:5]([CH2:22][OH:23])[CH:6]=[CH:7][C:8]=1[O:9][CH2:10][C:11]1[N:12]=[C:13]([N:16]2[CH2:21][CH2:20][O:19][CH2:18][CH2:17]2)[S:14][CH:15]=1.O[C:25]1[C:29]([CH:30]=[O:31])=[CH:28][N:27]([C:32]2[CH:37]=[CH:36][CH:35]=[CH:34][CH:33]=2)[N:26]=1.C(P(CCCC)CCCC)CCC.N(C(N1CCCCC1)=O)=NC(N1CCCCC1)=O. (3) Given the product [NH2:14][C:12]1[N:11]=[C:10]([NH2:15])[C:9]([C:16]2[CH:21]=[CH:20][C:19](=[O:22])[NH:18][CH:17]=2)=[C:8]([C:4]2[CH:5]=[CH:6][CH:7]=[C:2]([F:1])[CH:3]=2)[N:13]=1, predict the reactants needed to synthesize it. The reactants are: [F:1][C:2]1[CH:3]=[C:4]([C:8]2[N:13]=[C:12]([NH2:14])[N:11]=[C:10]([NH2:15])[C:9]=2[C:16]2[CH:17]=[N:18][C:19]([O:22]C)=[CH:20][CH:21]=2)[CH:5]=[CH:6][CH:7]=1.Br.[OH-].[Na+].